This data is from Reaction yield outcomes from USPTO patents with 853,638 reactions. The task is: Predict the reaction yield, written as a fraction of the theoretical maximum amount of product (1.0 means a 100% yield; for example, 0.34 means a 34% yield). (1) The reactants are [OH:1][C@H:2]1[CH2:6][N:5](C(OC(C)(C)C)=O)[C@H:4]([C:14](=[O:29])[NH:15][CH2:16][C:17]2[CH:22]=[CH:21][C:20]([C:23]3[S:27][CH:26]=[N:25][C:24]=3[CH3:28])=[CH:19][CH:18]=2)[CH2:3]1.[ClH:30]. The catalyst is O1CCOCC1. The product is [ClH:30].[OH:1][C@H:2]1[CH2:6][NH:5][C@H:4]([C:14]([NH:15][CH2:16][C:17]2[CH:18]=[CH:19][C:20]([C:23]3[S:27][CH:26]=[N:25][C:24]=3[CH3:28])=[CH:21][CH:22]=2)=[O:29])[CH2:3]1. The yield is 0.980. (2) The reactants are [Br:1][C:2]1[C:3]([C:8]([OH:10])=O)=[N:4][CH:5]=[CH:6][CH:7]=1.CCN(CC)CC.ClC(OCC(C)C)=O.Cl.[CH3:27][NH:28][O:29][CH3:30]. The catalyst is C(Cl)Cl.O. The product is [Br:1][C:2]1[C:3]([C:8]([N:28]([O:29][CH3:30])[CH3:27])=[O:10])=[N:4][CH:5]=[CH:6][CH:7]=1. The yield is 0.500. (3) The reactants are [Cl-].[CH:2]1([NH:5][C:6](=[O:39])[C@@H:7]([OH:38])[C@@H:8]([NH:12][C:13]([C@@H:15]2[CH2:19][C@@H:18]([O:20][C:21]3[C:30]4[C:25](=[CH:26][C:27]([O:31][CH3:32])=[CH:28][CH:29]=4)[N:24]=[C:23]([N:33]4[CH:37]=[CH:36][CH:35]=[N:34]4)[CH:22]=3)[CH2:17][NH2+:16]2)=[O:14])[CH2:9][CH2:10][CH3:11])[CH2:4][CH2:3]1.[C:40]([NH:44][C:45](=[O:55])[NH:46][C@H:47]([C:51]([CH3:54])([CH3:53])[CH3:52])[C:48](O)=[O:49])([CH3:43])([CH3:42])[CH3:41].F[P-](F)(F)(F)(F)F.N1(OC(N(C)C)=[N+](C)C)C2N=CC=CC=2N=N1.C(N(C(C)C)CC)(C)C. The catalyst is CS(C)=O.O. The product is [C:40]([NH:44][C:45](=[O:55])[NH:46][C@@H:47]([C:51]([CH3:54])([CH3:53])[CH3:52])[C:48]([N:16]1[CH2:17][C@H:18]([O:20][C:21]2[C:30]3[C:25](=[CH:26][C:27]([O:31][CH3:32])=[CH:28][CH:29]=3)[N:24]=[C:23]([N:33]3[CH:37]=[CH:36][CH:35]=[N:34]3)[CH:22]=2)[CH2:19][C@H:15]1[C:13]([NH:12][C@@H:8]([CH2:9][CH2:10][CH3:11])[C@H:7]([OH:38])[C:6]([NH:5][CH:2]1[CH2:4][CH2:3]1)=[O:39])=[O:14])=[O:49])([CH3:43])([CH3:42])[CH3:41]. The yield is 0.716. (4) The reactants are [F:8][C:7]([F:10])([F:9])[C:6](O[C:6](=[O:11])[C:7]([F:10])([F:9])[F:8])=[O:11].[CH2:14]1[C:23]2[C:18](=[CH:19][CH:20]=[CH:21][CH:22]=2)[CH2:17][CH2:16][NH:15]1. No catalyst specified. The product is [CH2:14]1[C:23]2[C:18](=[CH:19][CH:20]=[CH:21][CH:22]=2)[CH2:17][CH2:16][N:15]1[C:6](=[O:11])[C:7]([F:8])([F:9])[F:10]. The yield is 0.940.